This data is from Full USPTO retrosynthesis dataset with 1.9M reactions from patents (1976-2016). The task is: Predict the reactants needed to synthesize the given product. Given the product [C:10]([C:7]1[CH:8]=[CH:9][C:4]([C:3]([OH:17])=[O:2])=[C:5]([NH:12][CH:13]2[CH2:16][CH2:15][CH2:14]2)[CH:6]=1)#[N:11], predict the reactants needed to synthesize it. The reactants are: C[O:2][C:3](=[O:17])[C:4]1[CH:9]=[CH:8][C:7]([C:10]#[N:11])=[CH:6][C:5]=1[NH:12][CH:13]1[CH2:16][CH2:15][CH2:14]1.